From a dataset of Forward reaction prediction with 1.9M reactions from USPTO patents (1976-2016). Predict the product of the given reaction. (1) Given the reactants [NH:1]1[CH2:6][CH2:5][CH:4]([N:7]2[C:11]3[CH:12]=[CH:13][CH:14]=[CH:15][C:10]=3[NH:9][C:8]2=[O:16])[CH2:3][CH2:2]1.FC(F)(F)C([NH:21][C:22]1[CH:27]=[CH:26][CH:25]=[CH:24][C:23]=1[O:28][CH2:29][C:30]1([CH3:33])[CH2:32][O:31]1)=O.[OH-].[NH4+], predict the reaction product. The product is: [NH2:21][C:22]1[CH:27]=[CH:26][CH:25]=[CH:24][C:23]=1[O:28][CH2:29][C:30]([OH:31])([CH3:33])[CH2:32][N:1]1[CH2:2][CH2:3][CH:4]([N:7]2[C:11]3[CH:12]=[CH:13][CH:14]=[CH:15][C:10]=3[NH:9][C:8]2=[O:16])[CH2:5][CH2:6]1. (2) Given the reactants [N+:1]([C:4]1[CH:5]=[CH:6][C:7]([N:10]2[CH2:15][CH2:14][N:13]([C:16]([O:18][C:19]([CH3:22])([CH3:21])[CH3:20])=[O:17])[CH2:12][CH2:11]2)=[N:8][CH:9]=1)([O-])=O, predict the reaction product. The product is: [NH2:1][C:4]1[CH:5]=[CH:6][C:7]([N:10]2[CH2:15][CH2:14][N:13]([C:16]([O:18][C:19]([CH3:22])([CH3:21])[CH3:20])=[O:17])[CH2:12][CH2:11]2)=[N:8][CH:9]=1. (3) The product is: [CH3:1][N:2]([C@@H:18]([C:25]1[CH:30]=[CH:29][CH:28]=[C:27]([NH2:31])[CH:26]=1)[CH2:19][N:20]1[CH2:24][CH2:23][CH2:22][CH2:21]1)[C:3](=[O:17])[CH:4]([C:11]1[CH:16]=[CH:15][CH:14]=[CH:13][CH:12]=1)[C:5]1[CH:10]=[CH:9][CH:8]=[CH:7][CH:6]=1. Given the reactants [CH3:1][N:2]([C@@H:18]([C:25]1[CH:30]=[CH:29][CH:28]=[C:27]([N+:31]([O-])=O)[CH:26]=1)[CH2:19][N:20]1[CH2:24][CH2:23][CH2:22][CH2:21]1)[C:3](=[O:17])[CH:4]([C:11]1[CH:16]=[CH:15][CH:14]=[CH:13][CH:12]=1)[C:5]1[CH:10]=[CH:9][CH:8]=[CH:7][CH:6]=1.[H][H].O, predict the reaction product. (4) Given the reactants [CH:1]([C@@H:3]1[CH2:7][CH2:6][CH2:5][N:4]1[C:8]([O:10][C:11]([CH3:14])([CH3:13])[CH3:12])=[O:9])=O.C#C.CC[N:19](CC)[CH2:20][CH3:21].C[N:25](C=O)C, predict the reaction product. The product is: [NH:25]1[CH:21]=[CH:20][N:19]=[C:1]1[C@@H:3]1[CH2:7][CH2:6][CH2:5][N:4]1[C:8]([O:10][C:11]([CH3:14])([CH3:13])[CH3:12])=[O:9]. (5) Given the reactants [CH3:1][O:2][C:3]([NH:5][C@@H:6]([CH:22]([CH3:24])[CH3:23])[C:7]([N:9]1[C@H:17]([C:18]([O:20]C)=[O:19])[CH2:16][C:11]2([O:15][CH2:14][CH2:13][O:12]2)[CH2:10]1)=[O:8])=[O:4].C(O)(C)(C)C.[Li+].[OH-].Cl, predict the reaction product. The product is: [CH3:1][O:2][C:3]([NH:5][C@@H:6]([CH:22]([CH3:24])[CH3:23])[C:7]([N:9]1[C@H:17]([C:18]([OH:20])=[O:19])[CH2:16][C:11]2([O:15][CH2:14][CH2:13][O:12]2)[CH2:10]1)=[O:8])=[O:4]. (6) Given the reactants [Cl:1][C:2]1[CH:7]=[CH:6][C:5]([C:8]2[O:16][C:15]3[CH:14]=[CH:13][N:12]([C:17]4[CH:18]=[C:19]5[C:23](=[CH:24][CH:25]=4)[N:22]([CH2:26][CH2:27][N:28]4[CH2:32][CH2:31][C@@H:30]([OH:33])[CH2:29]4)[N:21]=[CH:20]5)[C:11](=[O:34])[C:10]=3[CH:9]=2)=[CH:4][CH:3]=1.O1C2C(C(=O)N=CC=2)=CC1, predict the reaction product. The product is: [ClH:1].[Cl:1][C:2]1[CH:3]=[CH:4][C:5]([C:8]2[O:16][C:15]3[CH:14]=[CH:13][N:12]([C:17]4[CH:18]=[C:19]5[C:23](=[CH:24][CH:25]=4)[N:22]([CH2:26][CH2:27][N:28]4[CH2:32][CH2:31][C@@H:30]([OH:33])[CH2:29]4)[N:21]=[CH:20]5)[C:11](=[O:34])[C:10]=3[CH:9]=2)=[CH:6][CH:7]=1. (7) The product is: [Cl:32][CH2:33][C:34]([NH:1][C:2]1[CH:11]=[C:10]([C:12]2[C:21]3[C:16](=[CH:17][C:18]([O:27][CH2:28][CH3:29])=[C:19]4[O:24][C:23]([CH3:26])([CH3:25])[CH2:22][C:20]4=3)[CH2:15][C:14]([CH3:30])([CH3:31])[N:13]=2)[CH:9]=[CH:8][C:3]=1[C:4]([O:6][CH3:7])=[O:5])=[O:35]. Given the reactants [NH2:1][C:2]1[CH:11]=[C:10]([C:12]2[C:21]3[C:16](=[CH:17][C:18]([O:27][CH2:28][CH3:29])=[C:19]4[O:24][C:23]([CH3:26])([CH3:25])[CH2:22][C:20]4=3)[CH2:15][C:14]([CH3:31])([CH3:30])[N:13]=2)[CH:9]=[CH:8][C:3]=1[C:4]([O:6][CH3:7])=[O:5].[Cl:32][CH2:33][C:34](Cl)=[O:35], predict the reaction product. (8) Given the reactants Cl[C:2]1[N:7]=[C:6]([N:8]2[CH2:13][CH2:12][CH:11]([CH3:14])[CH2:10][CH2:9]2)[C:5]([N+:15]([O-:17])=[O:16])=[CH:4][N:3]=1.[CH3:18][N:19]1[CH2:24][CH2:23][NH:22][CH2:21][CH2:20]1, predict the reaction product. The product is: [CH3:18][N:19]1[CH2:24][CH2:23][N:22]([C:2]2[N:7]=[C:6]([N:8]3[CH2:13][CH2:12][CH:11]([CH3:14])[CH2:10][CH2:9]3)[C:5]([N+:15]([O-:17])=[O:16])=[CH:4][N:3]=2)[CH2:21][CH2:20]1.